From a dataset of Experimentally validated miRNA-target interactions with 360,000+ pairs, plus equal number of negative samples. Binary Classification. Given a miRNA mature sequence and a target amino acid sequence, predict their likelihood of interaction. (1) The miRNA is mmu-miR-339-3p with sequence UGAGCGCCUCGGCGACAGAGCCG. The protein sequence of the target gene is MAGEKVEKPDTKEKKPEAKKVDAGGKVKKGNLKAKKPKKGKPHCSRNPVLVRGIGRYSRSAMYSRKAMYKRKYSAAKSKVEKKKKEKVLATVTKPVGGDKNGGTRVVKLRKMPRYYPTEDVPRKLLSHGKKPFSQHVRKLRASITPGTILIILTGRHRGKRVVFLKQLASGLLLVTGPLVLNRVPLRRTHQKFVIATSTKIDISNVKIPKHLTDAYFKKKKLRKPRHQEGEIFDTEKEKYEITEQRKIDQKAVDSQILPKIKAIPQLQGYLRSVFALTNGIYPHKLVF. Result: 0 (no interaction). (2) The miRNA is hsa-miR-130b-5p with sequence ACUCUUUCCCUGUUGCACUAC. The protein sequence of the target gene is MPDIIWVFPPQAEAEEDCHSDTVRADDDEENESPAETDLQAQLQMFRAQWMFELAPGVSSSNLENRPCRAARGSLQKTSADTKGKQEQAKEEKARELFLKAVEEEQNGALYEAIKFYRRAMQLVPDIEFKITYTRSPDGDGVGNSYIEDNDDDSKMADLLSYFQQQLTFQESVLKLCQPELESSQIHISVLPMEVLMYIFRWVVSSDLDLRSLEQLSLVCRGFYICARDPEIWRLACLKVWGRSCIKLVPYTSWREMFLERPRVRFDGVYISKTTYIRQGEQSLDGFYRAWHQVEYYRYI.... Result: 1 (interaction). (3) The miRNA is hsa-miR-4780 with sequence ACCCUUGAGCCUGAUCCCUAGC. The protein sequence of the target gene is MAANSSVVSVAAAATAVPGVSTVADFSDLQEIKKQLLLIAGLTRERGLLHSSKWSAELAFSLPALPLSELQPPPPLTEEDAQDVDAYTLAKAYFDVKEYDRAAHFLHGCNSKKAYFLYMYSRYLSGEKKKDDETVDSLGPLEKGQVKNEALRELRVELSRKHQARGLDGFGLYLYGVVLRKLDLVKEAIDVFVEATHVLPLHWGAWLELCNLITDKEMLKFLSLPDTWMKEFFLAHIYTELQLIEEALQKYQHLIDVGFSKSSYIVSQIAVAYHNIRDIDKALSIFNELRKQDPYRIENM.... Result: 0 (no interaction). (4) Result: 1 (interaction). The miRNA is hsa-miR-4506 with sequence AAAUGGGUGGUCUGAGGCAA. The protein sequence of the target gene is MAQRKNAKSSGNSSSSGSGSGSTSAGSSSPGARRETKHGGHKNGRKGGLSGTSFFTWFMVIALLGVWTSVAVVWFDLVDYEEVLGKLGIYDADGDGDFDVDDAKVLLGLKERSTSEPAVPPEEAEPHTEPEEQVPVEAEPQNIEDEAKEQIQSLLHEMVHAEHVEGEDLQQEDGPTGEPQQEDDEFLMATDVDDRFETLEPEVSHEETEHSYHVEETVSQDCNQDMEEMMSEQENPDSSEPVVEDERLHHDTDDVTYQVYEEQAVYEPLENEGIEITEVTAPPEDNPVEDSQVIVEEVSI.... (5) The miRNA is mmu-miR-181a-5p with sequence AACAUUCAACGCUGUCGGUGAGU. The protein sequence of the target gene is MEWNGLKMIISTMEPQVSNGPTSNTSNGPSSNNRNCPSPMQTGAATDDSKTNLIVNYLPQNMTQEEFRSLFGSIGEIESCKLVRDKITGQSLGYGFVNYIDPKDAEKAINTLNGLRLQTKTIKVSYARPSSASIRDANLYVSGLPKTMTQKELEQLFSQYGRIITSRILVDQVTGVSRGVGFIRFDKRIEAEEAIKGLNGQKPSGATEPITVKFANNPSQKSSQALLSQLYQSPNRRYPGPLHHQAQRFRLDNLLNMAYGVKRLMSGPVPPSACPPRFSPITIDGMTSLVGMNIPGHTGT.... Result: 1 (interaction). (6) The miRNA is hsa-miR-4320 with sequence GGGAUUCUGUAGCUUCCU. The protein sequence of the target gene is MESGKTASPKSMPKDAQMMAQILKDMGITEYEPRVINQMLEFAFRYVTTILDDAKIYSSHAKKATVDADDVRLAIQCRADQSFTSPPPRDFLLDIARQRNQTPLPLIKPYSGPRLPPDRYCLTAPNYRLKSLQKKASTSAGRITVPRLSVGSVTSRPSTPTLGTPTPQTMSVSTKVGTPMSLTGQRFTVQMPTSQSPAVKASIPATSAVQNVLINPSLIGSKNILITTNMMSSQNTANESSNALKRKREDDDDDDDDDDDYDNL. Result: 0 (no interaction). (7) The miRNA is rno-miR-221-5p with sequence ACCUGGCAUACAAUGUAGAUUUC. The protein sequence of the target gene is MASRRKSTTPCMVLASEQDPDLELISDLDEGPPVLTPVENTRAESISSDEEVHESVDSDNQQNKKVEGGYECKYCTFQTPDLNMFTFHVDSEHPNVVLNSSYVCVECNFLTKRYDALSEHNLKYHPGEENFKLTMVKRNNQTIFEQTINDLTFDGSFVKEENAEQAESTEVSSSGISISKTPIMKMMKNKVENKRIAVHHNSVEDVPEEKENEIKPDREEIVENPSSSASESNTSTSIVNRIHPSTASTVVTPAAVLPGLAQVITAVSAQQNSNLIPKVLIPVNSIPTYNAALDNNPLLL.... Result: 0 (no interaction). (8) The miRNA is mmu-miR-339-5p with sequence UCCCUGUCCUCCAGGAGCUCACG. The protein sequence of the target gene is MKKQKKILWKKGIHLAFSEKWNAGFGSFKKFYFPQNLCFLKAKLGRPVAWHRQVKHFQCNKGLHIQKTWIQDVPFCSKTKSGLATQNVSTLYPKVKRKDSKHFISSSRSLLKLQADKLLSSAKSLDHKYCREKSLLKAAPGLSANTVLGRANGHEPTTDPQASDFPMKFSGESQSPGDSGKTVVLNKHRKRVCHGCYQGLEHHRNRRPLIPKQFQLNQHRRVRASLMMYEKLSMIRFRYRIFRSQHFRTKSRVCKLRKAQRSWVQKVTGDHQENLRDNNTEGDNCNPVPSLEPKDPCRCQ.... Result: 1 (interaction). (9) The miRNA is hsa-miR-152-3p with sequence UCAGUGCAUGACAGAACUUGG. The protein sequence of the target gene is MESKGASSCRLLFCLLISATVFRPGLGWYTVNSAYGDTIIIPCRLDVPQNLMFGKWKYEKPDGSPVFIAFRSSTKKSVQYDDVPEYKDRLNLSENYTLSISNARISDEKRFVCMLVTEDNVFEAPTIVKVFKQPSKPEIVSKALFLETEQLKKLGDCISEDSYPDGNITWYRNGKVLHPLEGAVVIIFKKEMDPVTQLYTMTSTLEYKTTKADIQMPFTCSVTYYGPSGQKTIHSEQAVFDIYYPTEQVTIQVLPPKNAIKEGDNITLKCLGNGNPPPEEFLFYLPGQPEGIRSSNTYTL.... Result: 1 (interaction).